The task is: Predict the reaction yield, written as a fraction of the theoretical maximum amount of product (1.0 means a 100% yield; for example, 0.34 means a 34% yield).. This data is from Reaction yield outcomes from USPTO patents with 853,638 reactions. (1) The reactants are [CH2:1]([O:8][C@H:9]1[CH2:14][CH2:13][CH2:12][CH2:11][C@@H:10]1[NH:15][C:16]1[CH:23]=[C:22]([N:24]2[C:32]3[CH2:31][C:30]([CH3:34])([CH3:33])[CH2:29][C:28](=[O:35])[C:27]=3[C:26]([C:36]([F:39])([F:38])[F:37])=[N:25]2)[CH:21]=[CH:20][C:17]=1[C:18]#[N:19])[C:2]1[CH:7]=[CH:6][CH:5]=[CH:4][CH:3]=1.[OH-:40].[Na+].OO. The catalyst is CS(C)=O.CCOC(C)=O. The product is [CH2:1]([O:8][C@H:9]1[CH2:14][CH2:13][CH2:12][CH2:11][C@@H:10]1[NH:15][C:16]1[CH:23]=[C:22]([N:24]2[C:32]3[CH2:31][C:30]([CH3:34])([CH3:33])[CH2:29][C:28](=[O:35])[C:27]=3[C:26]([C:36]([F:38])([F:37])[F:39])=[N:25]2)[CH:21]=[CH:20][C:17]=1[C:18]([NH2:19])=[O:40])[C:2]1[CH:7]=[CH:6][CH:5]=[CH:4][CH:3]=1. The yield is 0.920. (2) The reactants are [N:1]1[CH:6]=[CH:5][CH:4]=[CH:3][C:2]=1[C:7]1[C:11]([C:12]([F:15])([F:14])[F:13])=[C:10]([C:16]([O:18]CC)=[O:17])[O:9][N:8]=1.O.[OH-].[Li+].Cl. The catalyst is CO.O. The product is [N:1]1[CH:6]=[CH:5][CH:4]=[CH:3][C:2]=1[C:7]1[C:11]([C:12]([F:14])([F:15])[F:13])=[C:10]([C:16]([OH:18])=[O:17])[O:9][N:8]=1. The yield is 0.990. (3) The reactants are FC1C=C(C=C(F)C=1)C([O:7][C:8]12[CH2:15][CH2:14][C:11](/[CH:16]=[CH:17]/[C:18]([O:20][CH3:21])=[O:19])([CH2:12][CH2:13]1)[CH2:10][CH2:9]2)=O.C[O-].[Na+].Cl. The catalyst is CO. The product is [OH:7][C:8]12[CH2:13][CH2:12][C:11](/[CH:16]=[CH:17]/[C:18]([O:20][CH3:21])=[O:19])([CH2:10][CH2:9]1)[CH2:14][CH2:15]2. The yield is 0.930. (4) The reactants are [CH2:1]([N:3]1[C:15]2[CH:14]=[CH:13][C:12]([NH:16][C:17](=[O:24])[CH2:18][CH:19]([CH3:23])[CH2:20][CH2:21][OH:22])=[CH:11][C:10]=2[C:9]2[C:4]1=[CH:5][CH:6]=[CH:7][CH:8]=2)[CH3:2].[Cl:25][C:26]1[CH:33]=[C:32](F)[CH:31]=[CH:30][C:27]=1[C:28]#[N:29].CC(C)([O-])C.[K+].O. The catalyst is C1COCC1. The product is [Cl:25][C:26]1[CH:33]=[C:32]([CH:31]=[CH:30][C:27]=1[C:28]#[N:29])[O:22][CH2:21][CH2:20][CH:19]([CH3:23])[CH2:18][C:17]([NH:16][C:12]1[CH:13]=[CH:14][C:15]2[N:3]([CH2:1][CH3:2])[C:4]3[C:9]([C:10]=2[CH:11]=1)=[CH:8][CH:7]=[CH:6][CH:5]=3)=[O:24]. The yield is 0.646. (5) The reactants are FC(F)(F)C(O)=O.[Cl:8][C:9]1[CH:10]=[C:11]([CH:15]2[C:19]([C:22]3[CH:27]=[CH:26][C:25]([Cl:28])=[CH:24][CH:23]=3)([C:20]#[N:21])[CH:18]([CH:29]3[CH2:34][CH2:33][CH2:32][CH2:31][CH2:30]3)[NH:17][CH:16]2[C:35](O)=[O:36])[CH:12]=[CH:13][CH:14]=1.CC1(C)[O:43][C@@H:42]([CH2:44][CH2:45][NH2:46])[CH2:41][O:40]1.CN(C(ON1N=NC2C=CC=NC1=2)=[N+](C)C)C.F[P-](F)(F)(F)(F)F.CCN(C(C)C)C(C)C.Cl. The catalyst is C(Cl)Cl.O1CCCC1. The product is [OH:43][C@H:42]([CH2:41][OH:40])[CH2:44][CH2:45][NH:46][C:35]([CH:16]1[CH:15]([C:11]2[CH:12]=[CH:13][CH:14]=[C:9]([Cl:8])[CH:10]=2)[C:19]([C:22]2[CH:27]=[CH:26][C:25]([Cl:28])=[CH:24][CH:23]=2)([C:20]#[N:21])[CH:18]([CH:29]2[CH2:34][CH2:33][CH2:32][CH2:31][CH2:30]2)[NH:17]1)=[O:36]. The yield is 0.620.